This data is from Forward reaction prediction with 1.9M reactions from USPTO patents (1976-2016). The task is: Predict the product of the given reaction. (1) Given the reactants FC(F)(F)C(O)=O.[CH:8]1([C@H:14]([NH:22][C:23]([C:25]2[CH:30]=[CH:29][C:28]([C:31]3[CH:36]=[CH:35][CH:34]=[CH:33][CH:32]=3)=[CH:27][C:26]=2[NH:37][C:38]([NH:40][C:41]2[C:46]([Cl:47])=[CH:45][C:44]([Cl:48])=[CH:43][C:42]=2[Cl:49])=[O:39])=[O:24])[C:15]([O:17]C(C)(C)C)=[O:16])[CH2:13][CH2:12][CH2:11][CH2:10][CH2:9]1, predict the reaction product. The product is: [CH:8]1([CH:14]([NH:22][C:23]([C:25]2[CH:30]=[CH:29][C:28]([C:31]3[CH:36]=[CH:35][CH:34]=[CH:33][CH:32]=3)=[CH:27][C:26]=2[NH:37][C:38]([NH:40][C:41]2[C:42]([Cl:49])=[CH:43][C:44]([Cl:48])=[CH:45][C:46]=2[Cl:47])=[O:39])=[O:24])[C:15]([OH:17])=[O:16])[CH2:13][CH2:12][CH2:11][CH2:10][CH2:9]1. (2) Given the reactants [Br:1][C:2]1[CH:3]=[C:4]2[C:12](=[CH:13][CH:14]=1)[NH:11][C:10]1[CH:9]([NH2:15])[CH2:8][CH2:7][CH2:6][C:5]2=1.[CH2:16]([C:19]1[CH:20]=[N:21][C:22](Cl)=[N:23][CH:24]=1)[CH2:17][CH3:18], predict the reaction product. The product is: [Br:1][C:2]1[CH:3]=[C:4]2[C:12](=[CH:13][CH:14]=1)[NH:11][C:10]1[CH:9]([NH:15][C:22]3[N:23]=[CH:24][C:19]([CH2:16][CH2:17][CH3:18])=[CH:20][N:21]=3)[CH2:8][CH2:7][CH2:6][C:5]2=1. (3) Given the reactants [NH2:1][C:2]1[CH:3]=[C:4]([C:8]2[C:17]3[C:12](=[C:13]([C:18]([F:21])([F:20])[F:19])[CH:14]=[CH:15][CH:16]=3)[N:11]=[CH:10][C:9]=2[C:22]([C:24]2[CH:29]=[CH:28][CH:27]=[CH:26][CH:25]=2)=[O:23])[CH:5]=[CH:6][CH:7]=1.[C:30]1([S:36](Cl)(=[O:38])=[O:37])[CH:35]=[CH:34][CH:33]=[CH:32][CH:31]=1, predict the reaction product. The product is: [C:22]([C:9]1[CH:10]=[N:11][C:12]2[C:17]([C:8]=1[C:4]1[CH:3]=[C:2]([NH:1][S:36]([C:30]3[CH:35]=[CH:34][CH:33]=[CH:32][CH:31]=3)(=[O:38])=[O:37])[CH:7]=[CH:6][CH:5]=1)=[CH:16][CH:15]=[CH:14][C:13]=2[C:18]([F:21])([F:19])[F:20])(=[O:23])[C:24]1[CH:25]=[CH:26][CH:27]=[CH:28][CH:29]=1. (4) Given the reactants [NH2:1][C:2]1[CH:3]=[CH:4][C:5]2[N:10]([CH3:11])[C:9](=[O:12])[O:8][C:7]([CH2:15][CH3:16])([CH2:13][CH3:14])[C:6]=2[CH:17]=1.[F:18][C:19]1[CH:20]=[C:21]([C:28]#[N:29])[CH:22]=[C:23](B(O)O)[CH:24]=1, predict the reaction product. The product is: [CH2:13]([C:7]1([CH2:15][CH3:16])[C:6]2[CH:17]=[C:2]([NH:1][C:23]3[CH:22]=[C:21]([CH:20]=[C:19]([F:18])[CH:24]=3)[C:28]#[N:29])[CH:3]=[CH:4][C:5]=2[N:10]([CH3:11])[C:9](=[O:12])[O:8]1)[CH3:14]. (5) The product is: [Cl:18][C:17]1[C:12]([N:5]2[C:6]([C:8]([O:10][CH3:11])=[O:9])=[CH:7][C:3]([CH2:2][C:24]3[CH:29]=[N:28][C:27]([C:30]([F:33])([F:32])[F:31])=[CH:26][CH:25]=3)=[N:4]2)=[N:13][CH:14]=[CH:15][CH:16]=1. Given the reactants Br[CH2:2][C:3]1[CH:7]=[C:6]([C:8]([O:10][CH3:11])=[O:9])[N:5]([C:12]2[C:17]([Cl:18])=[CH:16][CH:15]=[CH:14][N:13]=2)[N:4]=1.C([Sn](CCCC)(CCCC)[C:24]1[CH:25]=[CH:26][C:27]([C:30]([F:33])([F:32])[F:31])=[N:28][CH:29]=1)CCC.O1C=CC=C1P(C1OC=CC=1)C1OC=CC=1, predict the reaction product. (6) Given the reactants [F:1][C:2]1[CH:3]=[C:4]([CH:23]=[CH:24][C:25]=1[F:26])[O:5][CH:6]1[CH2:9][N:8]([C:10]2[N:18]=[CH:17][C:16]([C:19]([F:22])([F:21])[F:20])=[CH:15][C:11]=2[C:12](O)=[O:13])[CH2:7]1.Cl.[NH2:28][C:29]1([C:32]2[CH:41]=[CH:40][C:35]([C:36]([O:38][CH3:39])=[O:37])=[CH:34][CH:33]=2)[CH2:31][CH2:30]1, predict the reaction product. The product is: [F:1][C:2]1[CH:3]=[C:4]([CH:23]=[CH:24][C:25]=1[F:26])[O:5][CH:6]1[CH2:9][N:8]([C:10]2[N:18]=[CH:17][C:16]([C:19]([F:22])([F:20])[F:21])=[CH:15][C:11]=2[C:12]([NH:28][C:29]2([C:32]3[CH:41]=[CH:40][C:35]([C:36]([O:38][CH3:39])=[O:37])=[CH:34][CH:33]=3)[CH2:31][CH2:30]2)=[O:13])[CH2:7]1. (7) Given the reactants [Si:1]([O:8][CH2:9][C@H:10]([OH:19])[CH2:11][CH2:12][C:13]#[C:14][Si](C)(C)C)([C:4]([CH3:7])([CH3:6])[CH3:5])([CH3:3])[CH3:2].[OH-].[K+], predict the reaction product. The product is: [Si:1]([O:8][CH2:9][C@H:10]([OH:19])[CH2:11][CH2:12][C:13]#[CH:14])([C:4]([CH3:7])([CH3:6])[CH3:5])([CH3:3])[CH3:2].